From a dataset of Full USPTO retrosynthesis dataset with 1.9M reactions from patents (1976-2016). Predict the reactants needed to synthesize the given product. (1) Given the product [ClH:19].[CH3:17][C:10]1[C:11]([CH2:13][CH:14]([CH3:16])[CH3:15])=[CH:12][C:7]([C:6]([OH:18])=[O:5])=[CH:8][N:9]=1, predict the reactants needed to synthesize it. The reactants are: C([O:5][C:6](=[O:18])[C:7]1[CH:12]=[C:11]([CH2:13][CH:14]([CH3:16])[CH3:15])[C:10]([CH3:17])=[N:9][CH:8]=1)(C)(C)C.[ClH:19]. (2) Given the product [NH3:6].[F:20][C:12]1[CH:11]=[C:10]([S:7]([NH:6][C:21]2[S:22][CH:23]=[CH:24][N:25]=2)(=[O:8])=[O:9])[CH:19]=[CH:18][C:13]=1[C:14]([OH:16])=[O:15], predict the reactants needed to synthesize it. The reactants are: COC1C=C(OC)C=CC=1C[N:6]([C:21]1[S:22][CH:23]=[CH:24][N:25]=1)[S:7]([C:10]1[CH:19]=[CH:18][C:13]([C:14]([O:16]C)=[O:15])=[C:12]([F:20])[CH:11]=1)(=[O:9])=[O:8].[OH-].[Na+].Cl. (3) Given the product [F:1][C:2]1[CH:13]=[C:12]([F:14])[CH:11]=[CH:10][C:3]=1[CH2:4][CH:5]([CH3:9])[C:6]([OH:8])=[O:7], predict the reactants needed to synthesize it. The reactants are: [F:1][C:2]1[CH:13]=[C:12]([F:14])[CH:11]=[CH:10][C:3]=1[CH:4]=[C:5]([CH3:9])[C:6]([OH:8])=[O:7].[H][H]. (4) The reactants are: [I:1][C:2]1[CH:7]=[C:6]([I:8])[CH:5]=[C:4]([I:9])[C:3]=1[OH:10].[CH3:11][Si](C=[N+]=[N-])(C)C.CO. Given the product [I:1][C:2]1[CH:7]=[C:6]([I:8])[CH:5]=[C:4]([I:9])[C:3]=1[O:10][CH3:11], predict the reactants needed to synthesize it. (5) Given the product [NH2:24][CH2:23][C:20]1[S:19][C:18]([O:17][C:13]2[CH:14]=[C:15]([CH3:16])[C:7]3[CH:6]([CH2:5][C:4]([OH:25])=[O:3])[O:10][B:9]([OH:11])[C:8]=3[CH:12]=2)=[N:22][N:21]=1, predict the reactants needed to synthesize it. The reactants are: C([O:3][C:4](=[O:25])[CH2:5][CH:6]1[O:10][B:9]([OH:11])[C:8]2[CH:12]=[C:13]([O:17][C:18]3[S:19][C:20]([CH2:23][NH2:24])=[N:21][N:22]=3)[CH:14]=[C:15]([CH3:16])[C:7]1=2)C.[OH-].[Li+].Cl. (6) Given the product [Cl:13][C:14]1[CH:40]=[CH:39][C:17]([CH2:18][N:19]2[C:27]3[C:22](=[CH:23][CH:24]=[CH:25][CH:26]=3)[CH:21]=[C:20]2[C:28]([N:30]2[CH2:31][CH2:32][CH:33]([C:36]([NH:59][CH:57]([C:54]3[CH:55]=[CH:56][N:51]=[CH:52][CH:53]=3)[CH3:58])=[O:38])[CH2:34][CH2:35]2)=[O:29])=[CH:16][CH:15]=1, predict the reactants needed to synthesize it. The reactants are: Cl.C(N=C=NCCCN(C)C)C.[Cl:13][C:14]1[CH:40]=[CH:39][C:17]([CH2:18][N:19]2[C:27]3[C:22](=[CH:23][CH:24]=[CH:25][CH:26]=3)[CH:21]=[C:20]2[C:28]([N:30]2[CH2:35][CH2:34][CH:33]([C:36]([OH:38])=O)[CH2:32][CH2:31]2)=[O:29])=[CH:16][CH:15]=1.N1(O)C2C=CC=CC=2N=N1.[N:51]1[CH:56]=[CH:55][C:54]([CH:57]([NH2:59])[CH3:58])=[CH:53][CH:52]=1. (7) Given the product [O:25]([C:32]1[CH:33]=[CH:34][C:35]([CH2:36][NH:37][C:18]([C:16]2[O:17][C:13]([C:9]3[CH:10]=[CH:11][CH:12]=[C:7]([NH:6][S:3]([C:2]([F:23])([F:24])[F:1])(=[O:5])=[O:4])[CH:8]=3)=[N:14][N:15]=2)=[O:19])=[CH:38][CH:39]=1)[C:26]1[CH:27]=[CH:28][CH:29]=[CH:30][CH:31]=1, predict the reactants needed to synthesize it. The reactants are: [F:1][C:2]([F:24])([F:23])[S:3]([NH:6][C:7]1[CH:8]=[C:9]([C:13]2[O:17][C:16]([C:18](OCC)=[O:19])=[N:15][N:14]=2)[CH:10]=[CH:11][CH:12]=1)(=[O:5])=[O:4].[O:25]([C:32]1[CH:39]=[CH:38][C:35]([CH2:36][NH2:37])=[CH:34][CH:33]=1)[C:26]1[CH:31]=[CH:30][CH:29]=[CH:28][CH:27]=1. (8) Given the product [C:25]([C:28]1[CH:33]=[CH:32][CH:31]=[CH:30][C:29]=1[C:5]1[C:4]([C:3]([OH:2])=[O:24])=[CH:9][C:8]([C:10]2[S:11][CH:12]=[C:13]([C:15]3[CH:20]=[CH:19][C:18]([Cl:21])=[C:17]([Cl:22])[CH:16]=3)[N:14]=2)=[CH:7][CH:6]=1)(=[O:27])[CH3:26], predict the reactants needed to synthesize it. The reactants are: C[O:2][C:3](=[O:24])[C:4]1[CH:9]=[C:8]([C:10]2[S:11][CH:12]=[C:13]([C:15]3[CH:20]=[CH:19][C:18]([Cl:21])=[C:17]([Cl:22])[CH:16]=3)[N:14]=2)[CH:7]=[CH:6][C:5]=1Br.[C:25]([C:28]1[CH:33]=[CH:32][CH:31]=[CH:30][C:29]=1B(O)O)(=[O:27])[CH3:26]. (9) Given the product [CH3:1][Si:2]([CH3:29])([CH3:30])[CH2:3][CH2:4][O:5][CH2:6][N:7]1[C:11]2=[N:12][CH:13]=[CH:14][CH:15]=[C:10]2[C:9]([CH:16]2[CH2:21][CH2:20][N:19]([C:22]([O:24][C:25]([CH3:26])([CH3:27])[CH3:28])=[O:23])[CH2:18][CH2:17]2)=[N:8]1, predict the reactants needed to synthesize it. The reactants are: [CH3:1][Si:2]([CH3:30])([CH3:29])[CH2:3][CH2:4][O:5][CH2:6][N:7]1[C:11]2=[N:12][CH:13]=[CH:14][CH:15]=[C:10]2[C:9]([C:16]2[CH2:21][CH2:20][N:19]([C:22]([O:24][C:25]([CH3:28])([CH3:27])[CH3:26])=[O:23])[CH2:18][CH:17]=2)=[N:8]1.